Dataset: Forward reaction prediction with 1.9M reactions from USPTO patents (1976-2016). Task: Predict the product of the given reaction. (1) Given the reactants Br[C:2]1[CH:15]=[C:14]2[C:5]([O:6][CH2:7][CH2:8][N:9]3[C:13]2=[N:12][C:11]([C:16]2[N:20]([CH:21]([CH3:23])[CH3:22])[N:19]=[CH:18][N:17]=2)=[CH:10]3)=[CH:4][CH:3]=1.Cl.[CH3:25][NH:26][O:27][CH3:28].CC1(C)C2[C:51](=C(P(C3C=CC=CC=3)C3C=CC=CC=3)C=CC=2)[O:50]C2C(P(C3C=CC=CC=3)C3C=CC=CC=3)=CC=CC1=2, predict the reaction product. The product is: [CH3:28][O:27][N:26]([CH3:25])[C:51]([C:2]1[CH:15]=[C:14]2[C:5]([O:6][CH2:7][CH2:8][N:9]3[C:13]2=[N:12][C:11]([C:16]2[N:20]([CH:21]([CH3:23])[CH3:22])[N:19]=[CH:18][N:17]=2)=[CH:10]3)=[CH:4][CH:3]=1)=[O:50]. (2) Given the reactants C1([O:7][C:8](=O)[NH:9][C:10]2[CH:15]=[CH:14][C:13]([O:16][C:17]3[C:26]4[C:21](=[CH:22][C:23]([O:30][CH3:31])=[C:24]([C:27](=[O:29])[NH2:28])[CH:25]=4)[N:20]=[CH:19][CH:18]=3)=[CH:12][C:11]=2[CH3:32])C=CC=CC=1.CS(C)=O.[CH3:38][NH2:39].O1CCCC1, predict the reaction product. The product is: [C:27]([C:24]1[CH:25]=[C:26]2[C:21](=[CH:22][C:23]=1[O:30][CH3:31])[N:20]=[CH:19][CH:18]=[C:17]2[O:16][C:13]1[CH:14]=[CH:15][C:10]([NH:9][C:8]([NH:39][CH3:38])=[O:7])=[C:11]([CH3:32])[CH:12]=1)(=[O:29])[NH2:28]. (3) Given the reactants [Br:1][C:2]1[CH:7]=[C:6]([C:8]([F:11])([F:10])[F:9])[CH:5]=[C:4]([NH2:12])[C:3]=1[NH2:13].[N:14]([O-])=O.[Na+], predict the reaction product. The product is: [Br:1][C:2]1[C:3]2[NH:13][N:14]=[N:12][C:4]=2[CH:5]=[C:6]([C:8]([F:11])([F:10])[F:9])[CH:7]=1. (4) Given the reactants [C:1]([C:5]1[CH:10]=[CH:9][C:8]([S:11]([N:14]([CH2:25][C:26]([OH:28])=O)[C:15]2[CH:16]=[C:17]3[C:22](=[CH:23][CH:24]=2)[N:21]=[CH:20][CH:19]=[CH:18]3)(=[O:13])=[O:12])=[CH:7][CH:6]=1)([CH3:4])([CH3:3])[CH3:2].[CH:29]1([NH:32][CH2:33][C:34]2[CH:39]=[CH:38][C:37]([O:40][CH3:41])=[C:36]([O:42][CH3:43])[CH:35]=2)[CH2:31][CH2:30]1, predict the reaction product. The product is: [C:1]([C:5]1[CH:6]=[CH:7][C:8]([S:11]([N:14]([C:15]2[CH:24]=[C:23]3[C:22](=[CH:17][CH:16]=2)[N:21]=[CH:20][CH:19]=[CH:18]3)[CH2:25][C:26]([N:32]([CH:29]2[CH2:31][CH2:30]2)[CH2:33][C:34]2[CH:39]=[CH:38][C:37]([O:40][CH3:41])=[C:36]([O:42][CH3:43])[CH:35]=2)=[O:28])(=[O:12])=[O:13])=[CH:9][CH:10]=1)([CH3:2])([CH3:4])[CH3:3]. (5) Given the reactants C(OC1C(=O)N=C(CC2(C3C=CC=CC=3)CCCC2)N2CCN(C3CC3)C(=O)C=12)C1C=CC=CC=1.[CH:36]1([CH2:39][N:40]([CH2:70][CH2:71]O)[C:41]([C:43]2[C:48]([O:49][CH2:50][C:51]3[CH:56]=[CH:55][CH:54]=[CH:53][CH:52]=3)=[C:47]([OH:57])[N:46]=[C:45]([CH2:58][C:59]3([C:64]4[CH:69]=[CH:68][CH:67]=[CH:66][CH:65]=4)[CH2:63][CH2:62][CH2:61][CH2:60]3)[N:44]=2)=[O:42])[CH2:38][CH2:37]1, predict the reaction product. The product is: [CH2:50]([O:49][C:48]1[C:47](=[O:57])[N:46]=[C:45]([CH2:58][C:59]2([C:64]3[CH:69]=[CH:68][CH:67]=[CH:66][CH:65]=3)[CH2:63][CH2:62][CH2:61][CH2:60]2)[N:44]2[CH2:71][CH2:70][N:40]([CH2:39][CH:36]3[CH2:37][CH2:38]3)[C:41](=[O:42])[C:43]=12)[C:51]1[CH:56]=[CH:55][CH:54]=[CH:53][CH:52]=1. (6) Given the reactants [O:1]1[C:5]2[CH:6]=[CH:7][CH:8]=[CH:9][C:4]=2[CH:3]=[C:2]1[C:10]1[N:14]2[N:15]=[C:16](Cl)[CH:17]=[CH:18][C:13]2=[N:12][CH:11]=1.Cl.[NH2:21][CH2:22][C@H:23]1[CH2:26][C@H:25]([OH:27])[CH2:24]1.C(=O)([O-])[O-].[K+].[K+], predict the reaction product. The product is: [O:1]1[C:5]2[CH:6]=[CH:7][CH:8]=[CH:9][C:4]=2[CH:3]=[C:2]1[C:10]1[N:14]2[N:15]=[C:16]([NH:21][CH2:22][C@H:23]3[CH2:26][C@H:25]([OH:27])[CH2:24]3)[CH:17]=[CH:18][C:13]2=[N:12][CH:11]=1. (7) Given the reactants [Cl:1][C:2]1[CH:3]=[C:4]([S:10]([N:13]=[C:14]([NH:22][CH2:23][CH3:24])[N:15]2[CH2:19][CH:18]([CH2:20][CH3:21])[CH:17]=[N:16]2)(=[O:12])=[O:11])[CH:5]=[CH:6][C:7]=1[O:8]C.B(Br)(Br)Br, predict the reaction product. The product is: [Cl:1][C:2]1[CH:3]=[C:4]([S:10]([N:13]=[C:14]([NH:22][CH2:23][CH3:24])[N:15]2[CH2:19][CH:18]([CH2:20][CH3:21])[CH:17]=[N:16]2)(=[O:12])=[O:11])[CH:5]=[CH:6][C:7]=1[OH:8].